From a dataset of Forward reaction prediction with 1.9M reactions from USPTO patents (1976-2016). Predict the product of the given reaction. Given the reactants [CH2:1]([O:8][C:9](=[O:26])[CH:10]([NH:16][C:17](=O)[C:18]1[CH:23]=[CH:22][C:21]([F:24])=[CH:20][CH:19]=1)[C:11]([CH:13]1[CH2:15][CH2:14]1)=O)[C:2]1[CH:7]=[CH:6][CH:5]=[CH:4][CH:3]=1.[C:27]([O:31][C:32](=[O:45])[CH2:33][C@H:34]1[CH2:39][C@@H:38]([CH2:40][CH2:41][NH2:42])[O:37][C:36]([CH3:44])([CH3:43])[O:35]1)([CH3:30])([CH3:29])[CH3:28].C(O)(=O)C1C=CC=CC=1.CC1C=CC(S(O)(=O)=O)=CC=1.O, predict the reaction product. The product is: [CH2:1]([O:8][C:9]([C:10]1[N:16]=[C:17]([C:18]2[CH:23]=[CH:22][C:21]([F:24])=[CH:20][CH:19]=2)[N:42]([CH2:41][CH2:40][C@@H:38]2[CH2:39][C@H:34]([CH2:33][C:32]([O:31][C:27]([CH3:30])([CH3:29])[CH3:28])=[O:45])[O:35][C:36]([CH3:44])([CH3:43])[O:37]2)[C:11]=1[CH:13]1[CH2:15][CH2:14]1)=[O:26])[C:2]1[CH:7]=[CH:6][CH:5]=[CH:4][CH:3]=1.